Dataset: Experimentally validated miRNA-target interactions with 360,000+ pairs, plus equal number of negative samples. Task: Binary Classification. Given a miRNA mature sequence and a target amino acid sequence, predict their likelihood of interaction. The miRNA is ath-miR172b-3p with sequence AGAAUCUUGAUGAUGCUGCAU. The protein sequence of the target gene is MSFSRALLWARLPAGRQAGHRAAICSALRPHFGPFPGVLGQVSVLATASSSASGGSKIPNTSLFVPLTVKPQGPSADGDVGAELTRPLDKNEVKKVLDKFYKRKEIQKLGADYGLDARLFHQAFISFRNYIMQSHSLDVDIHIVLNDICFGAAHADDLFPFFLRHAKQIFPVLDCKDDLRKISDLRIPPNWYPDARAMQRKIIFHSGPTNSGKTYHAIQKYFSAKSGVYCGPLKLLAHEIFEKSNAAGVPCDLVTGEERVTVQPNGKQASHVSCTVEMCSVTTPYEVAVIDEIQMIRDPA.... Result: 0 (no interaction).